This data is from Full USPTO retrosynthesis dataset with 1.9M reactions from patents (1976-2016). The task is: Predict the reactants needed to synthesize the given product. (1) Given the product [CH3:18][C:13]1=[N:14][NH:15][C:16](=[O:17])/[C:12]/1=[C:4]1\[NH:5][C:6]2[C:11]([C:2]([S:25][C:19]3[CH:24]=[CH:23][CH:22]=[CH:21][CH:20]=3)=[CH:3]\1)=[CH:10][CH:9]=[CH:8][CH:7]=2, predict the reactants needed to synthesize it. The reactants are: Cl[C:2]1[C:11]2[C:6](=[CH:7][CH:8]=[CH:9][CH:10]=2)[NH:5]/[C:4](=[C:12]2/[C:13]([CH3:18])=[N:14][NH:15][C:16]/2=[O:17])/[CH:3]=1.[C:19]1([SH:25])[CH:24]=[CH:23][CH:22]=[CH:21][CH:20]=1. (2) Given the product [NH2:8][C@@H:9]1[CH2:14][N:13]([CH2:15][C:16]2[CH:21]=[CH:20][C:19]([F:22])=[CH:18][CH:17]=2)[C:12](=[O:23])[CH2:11][CH2:10]1, predict the reactants needed to synthesize it. The reactants are: C([N:8](CC1C=CC=CC=1)[C@@H:9]1[CH2:14][N:13]([CH2:15][C:16]2[CH:21]=[CH:20][C:19]([F:22])=[CH:18][CH:17]=2)[C:12](=[O:23])[CH2:11][CH2:10]1)C1C=CC=CC=1. (3) Given the product [C:43]1([C:42]2[N:49]=[C:25]([C:9]3[N:10]=[C:11]([N:12]4[CH2:17][CH2:16][N:15]5[C:18]([C:21]([F:24])([F:23])[F:22])=[N:19][N:20]=[C:14]5[CH2:13]4)[C:6]4[CH:5]=[C:4]([CH2:1][CH2:2][CH3:3])[S:28][C:7]=4[N:8]=3)[O:26][N:41]=2)[CH:48]=[CH:47][CH:46]=[CH:45][CH:44]=1, predict the reactants needed to synthesize it. The reactants are: [CH2:1]([C:4]1[S:28][C:7]2[N:8]=[C:9]([C:25](O)=[O:26])[N:10]=[C:11]([N:12]3[CH2:17][CH2:16][N:15]4[C:18]([C:21]([F:24])([F:23])[F:22])=[N:19][N:20]=[C:14]4[CH2:13]3)[C:6]=2[CH:5]=1)[CH2:2][CH3:3].C(Cl)(=O)C(Cl)=O.CN(C)C=O.O[NH:41][C:42](=[NH:49])[C:43]1[CH:48]=[CH:47][CH:46]=[CH:45][CH:44]=1. (4) Given the product [Br:1][C:2]1[CH:10]=[C:9]2[C:5]([C:6]([CH2:12][OH:13])([CH2:14][OH:15])[CH2:7][NH:8]2)=[CH:4][CH:3]=1, predict the reactants needed to synthesize it. The reactants are: [Br:1][C:2]1[CH:10]=[C:9]2[C:5]([C:6]([CH2:14][OH:15])([CH2:12][OH:13])[C:7](=O)[NH:8]2)=[CH:4][CH:3]=1. (5) Given the product [CH:32]1([C:9]2[C:8]3[C:12](=[CH:13][C:5]([C:3]([OH:2])=[O:4])=[CH:6][CH:7]=3)[N:11]([CH2:14][C:15]([N:17]3[CH2:22][CH2:21][O:20][CH2:19][CH2:18]3)=[O:16])[C:10]=2[C:23]2[CH:24]=[C:25]3[C:26](=[CH:27][CH:28]=2)[N:29]=[C:50]([C:53]2[CH:58]=[C:57]([CH3:59])[CH:56]=[CH:55][N:54]=2)[CH:51]=[CH:30]3)[CH2:33][CH2:34][CH2:35][CH2:36][CH2:37]1, predict the reactants needed to synthesize it. The reactants are: C[O:2][C:3]([C:5]1[CH:13]=[C:12]2[C:8]([C:9]([CH:32]3[CH2:37][CH2:36][CH2:35][CH2:34][CH2:33]3)=[C:10]([C:23]3[CH:28]=[CH:27][C:26]([NH2:29])=[C:25]([CH:30]=O)[CH:24]=3)[N:11]2[CH2:14][C:15]([N:17]2[CH2:22][CH2:21][O:20][CH2:19][CH2:18]2)=[O:16])=[CH:7][CH:6]=1)=[O:4].C(C1C=C(C=O)C(O)=CC=1)(=O)C.[C:50]([C:53]1[CH:58]=[C:57]([CH3:59])[CH:56]=[CH:55][N:54]=1)(=O)[CH3:51]. (6) Given the product [CH3:1][O:2][CH:3]([C:9]1[CH:18]=[CH:17][CH:16]=[C:15]2[C:10]=1[CH:11]=[CH:12][CH:13]=[N:14]2)[C:4]([NH:20][NH2:21])=[O:5], predict the reactants needed to synthesize it. The reactants are: [CH3:1][O:2][CH:3]([C:9]1[CH:18]=[CH:17][CH:16]=[C:15]2[C:10]=1[CH:11]=[CH:12][CH:13]=[N:14]2)[C:4](OCC)=[O:5].O.[NH2:20][NH2:21]. (7) Given the product [Br:1][C:2]1[CH:3]=[C:4]2[C:15](=[CH:16][CH:17]=1)[O:14][C:7]1([CH2:11][CH2:10][CH:9]([CH2:12][CH3:13])[CH2:8]1)[CH2:6]/[C:5]/2=[N:25]\[C:24]#[N:23], predict the reactants needed to synthesize it. The reactants are: [Br:1][C:2]1[CH:3]=[C:4]2[C:15](=[CH:16][CH:17]=1)[O:14][C:7]1([CH2:11][CH2:10][CH:9]([CH2:12][CH3:13])[CH2:8]1)[CH2:6][C:5]2=O.C[Si]([N:23]=[C:24]=[N:25][Si](C)(C)C)(C)C. (8) Given the product [CH3:36][N:37]1[CH:41]=[C:40]([S:42]([N:24]2[CH2:25][CH2:26][CH:21]([C:12]3[C:11]4[C:15](=[C:16]([C:18]([NH2:20])=[O:19])[CH:17]=[C:9]([C:6]5[CH:5]=[CH:4][C:3]([CH2:2][OH:1])=[CH:8][CH:7]=5)[CH:10]=4)[NH:14][N:13]=3)[CH2:22][CH2:23]2)(=[O:44])=[O:43])[N:39]=[C:38]1[CH3:46], predict the reactants needed to synthesize it. The reactants are: [OH:1][CH2:2][C:3]1[CH:8]=[CH:7][C:6]([C:9]2[CH:10]=[C:11]3[C:15](=[C:16]([C:18]([NH2:20])=[O:19])[CH:17]=2)[NH:14][N:13]=[C:12]3[CH:21]2[CH2:26][CH2:25][NH:24][CH2:23][CH2:22]2)=[CH:5][CH:4]=1.C(N(C(C)C)CC)(C)C.[CH3:36][N:37]1[CH:41]=[C:40]([S:42](Cl)(=[O:44])=[O:43])[N:39]=[C:38]1[CH3:46]. (9) Given the product [Cl:20][C:14]1[CH:15]=[CH:16][CH:17]=[C:18]([F:19])[C:13]=1[N:12]1[CH:11]=[C:5]2[CH:6]=[N:7][CH:8]=[C:9]([F:10])[C:4]2=[N:1]1, predict the reactants needed to synthesize it. The reactants are: [N:1]([C:4]1[C:9]([F:10])=[CH:8][N:7]=[CH:6][C:5]=1/[CH:11]=[N:12]/[C:13]1[C:18]([F:19])=[CH:17][CH:16]=[CH:15][C:14]=1[Cl:20])=[N+]=[N-]. (10) Given the product [NH2:8][C:9]1[C:10]([F:11])=[C:2]([Br:1])[CH:3]=[CH:4][C:5]=1[C:6]([OH:13])=[O:15], predict the reactants needed to synthesize it. The reactants are: [Br:1][C:2]1[C:10]([F:11])=[C:9]2[C:5]([C:6](=[O:13])C(=O)[NH:8]2)=[CH:4][CH:3]=1.Cl.[OH-:15].[Na+].